This data is from Peptide-MHC class II binding affinity with 134,281 pairs from IEDB. The task is: Regression. Given a peptide amino acid sequence and an MHC pseudo amino acid sequence, predict their binding affinity value. This is MHC class II binding data. (1) The peptide sequence is EKQYFAATQFEPLAA. The MHC is HLA-DPA10201-DPB10101 with pseudo-sequence HLA-DPA10201-DPB10101. The binding affinity (normalized) is 0.533. (2) The peptide sequence is EKKYFAWTQFEPLAA. The MHC is DRB1_1602 with pseudo-sequence DRB1_1602. The binding affinity (normalized) is 0.568. (3) The peptide sequence is HDPLPHSPSDSAGND. The MHC is DRB4_0101 with pseudo-sequence DRB4_0103. The binding affinity (normalized) is 0.